This data is from Full USPTO retrosynthesis dataset with 1.9M reactions from patents (1976-2016). The task is: Predict the reactants needed to synthesize the given product. (1) Given the product [CH2:3]([O:10][CH2:11][C@H:12]([CH3:43])[C:13]#[C:14][C@@H:15]([N:22]1[CH2:27][CH2:26][C@@H:25]([CH2:28][C:29]([OH:31])=[O:30])[CH2:24][C@H:23]1[C:33]1[CH:38]=[CH:37][C:36]([C:39]([F:42])([F:40])[F:41])=[CH:35][CH:34]=1)[CH2:16][CH2:17][C:18]([F:21])([F:20])[F:19])[C:4]1[CH:9]=[CH:8][CH:7]=[CH:6][CH:5]=1, predict the reactants needed to synthesize it. The reactants are: [OH-].[Li+].[CH2:3]([O:10][CH2:11][CH:12]([CH3:43])[C:13]#[C:14][C@@H:15]([N:22]1[CH2:27][CH2:26][C@@H:25]([CH2:28][C:29]([O:31]C)=[O:30])[CH2:24][C@H:23]1[C:33]1[CH:38]=[CH:37][C:36]([C:39]([F:42])([F:41])[F:40])=[CH:35][CH:34]=1)[CH2:16][CH2:17][C:18]([F:21])([F:20])[F:19])[C:4]1[CH:9]=[CH:8][CH:7]=[CH:6][CH:5]=1.Cl.C([O-])(O)=O.[Na+]. (2) Given the product [CH2:15]([O:22][C:23]1[CH:24]=[CH:25][C:26]([O:29][CH:31]2[CH2:36][CH2:35][N:34]([C:37]([O:39][C:40]([CH3:43])([CH3:42])[CH3:41])=[O:38])[CH2:33][CH2:32]2)=[CH:27][CH:28]=1)[C:16]1[CH:17]=[CH:18][CH:19]=[CH:20][CH:21]=1, predict the reactants needed to synthesize it. The reactants are: N(C(OC(C)C)=O)=NC(OC(C)C)=O.[CH2:15]([O:22][C:23]1[CH:28]=[CH:27][C:26]([OH:29])=[CH:25][CH:24]=1)[C:16]1[CH:21]=[CH:20][CH:19]=[CH:18][CH:17]=1.O[CH:31]1[CH2:36][CH2:35][N:34]([C:37]([O:39][C:40]([CH3:43])([CH3:42])[CH3:41])=[O:38])[CH2:33][CH2:32]1.C1(P(C2C=CC=CC=2)C2C=CC=CC=2)C=CC=CC=1. (3) Given the product [Cl:9][C:6]1[C:7]([Cl:8])=[C:2]([Cl:1])[CH:3]=[C:4]([C:10]2[O:11][CH:24]=[N:23][CH:22]=2)[N:5]=1, predict the reactants needed to synthesize it. The reactants are: [Cl:1][C:2]1[C:7]([Cl:8])=[C:6]([Cl:9])[N:5]=[C:4]([CH:10]=[O:11])[CH:3]=1.S([CH2:22][N+:23]#[C-:24])(C1C=CC(C)=CC=1)(=O)=O.C(=O)([O-])[O-].[K+].[K+]. (4) Given the product [ClH:27].[NH2:1][C:2]1[CH:7]=[CH:6][C:5]([NH:8][C:9]([C@H:11]2[CH2:16][CH2:15][CH2:14][CH2:13][NH:12]2)=[O:10])=[CH:4][C:3]=1[N+:24]([O-:26])=[O:25], predict the reactants needed to synthesize it. The reactants are: [NH2:1][C:2]1[CH:7]=[CH:6][C:5]([NH:8][C:9]([C@H:11]2[CH2:16][CH2:15][CH2:14][CH2:13][N:12]2C(OC(C)(C)C)=O)=[O:10])=[CH:4][C:3]=1[N+:24]([O-:26])=[O:25].[ClH:27]. (5) Given the product [CH2:1]([O:3][C:4]([C:6]1([NH:15][C:16](=[O:25])[C:17]2[CH:22]=[CH:21][CH:20]=[C:19]([CH3:23])[C:18]=2[C:26]2[CH2:30][CH2:29][CH2:28][CH:27]=2)[CH2:14][C:13]2[C:8](=[CH:9][CH:10]=[CH:11][CH:12]=2)[CH2:7]1)=[O:5])[CH3:2], predict the reactants needed to synthesize it. The reactants are: [CH2:1]([O:3][C:4]([C:6]1([NH:15][C:16](=[O:25])[C:17]2[CH:22]=[CH:21][CH:20]=[C:19]([CH3:23])[C:18]=2I)[CH2:14][C:13]2[C:8](=[CH:9][CH:10]=[CH:11][CH:12]=2)[CH2:7]1)=[O:5])[CH3:2].[C:26]1(B(O)O)[CH2:30][CH2:29][CH2:28][CH:27]=1. (6) Given the product [Cl:27][C:23]1[CH:22]=[C:21]([C:18]2[O:19][N:20]=[C:16]3[CH:15]=[CH:14][C:13]([CH:34]([C:33]4[CH:36]=[CH:37][C:30]([CH3:29])=[CH:31][CH:32]=4)[OH:35])=[CH:28][C:17]=23)[CH:26]=[CH:25][CH:24]=1, predict the reactants needed to synthesize it. The reactants are: [Li]CCCC.CCCCCC.Br[C:13]1[CH:14]=[CH:15][C:16]2[C:17]([CH:28]=1)=[C:18]([C:21]1[CH:26]=[CH:25][CH:24]=[C:23]([Cl:27])[CH:22]=1)[O:19][N:20]=2.[CH3:29][C:30]1[CH:37]=[CH:36][C:33]([CH:34]=[O:35])=[CH:32][CH:31]=1. (7) Given the product [CH2:1]([N:4]1[CH2:9][CH2:8][O:7][C:6]2[CH:10]=[CH:11][C:12]([C:15]3[N:20]4[N:21]=[C:22]([C:24]5[CH:25]=[C:26]([C:30]6[CH:35]=[CH:34][CH:33]=[CH:32][C:31]=6[O:36][CH2:59][CH2:58][CH2:57][CH:56]=[CH2:55])[CH:27]=[CH:28][CH:29]=5)[CH:23]=[C:19]4[N:18]=[C:17]([CH3:37])[C:16]=3[C@H:38]([O:43][C:44]([CH3:47])([CH3:46])[CH3:45])[C:39]([O:41][CH3:42])=[O:40])=[C:13]([Cl:14])[C:5]1=2)[CH:2]=[CH2:3], predict the reactants needed to synthesize it. The reactants are: [CH2:1]([N:4]1[CH2:9][CH2:8][O:7][C:6]2[CH:10]=[CH:11][C:12]([C:15]3[N:20]4[N:21]=[C:22]([C:24]5[CH:25]=[C:26]([C:30]6[CH:35]=[CH:34][CH:33]=[CH:32][C:31]=6[OH:36])[CH:27]=[CH:28][CH:29]=5)[CH:23]=[C:19]4[N:18]=[C:17]([CH3:37])[C:16]=3[C@H:38]([O:43][C:44]([CH3:47])([CH3:46])[CH3:45])[C:39]([O:41][CH3:42])=[O:40])=[C:13]([Cl:14])[C:5]1=2)[CH:2]=[CH2:3].C([O-])([O-])=O.[K+].[K+].Br[CH2:55][CH2:56][CH2:57][CH:58]=[CH2:59].